This data is from Forward reaction prediction with 1.9M reactions from USPTO patents (1976-2016). The task is: Predict the product of the given reaction. (1) The product is: [CH3:1][O:2][C:3](=[O:27])[CH2:4][C@H:5]1[C:9]2[CH:10]=[CH:11][C:12]([O:14][C@H:15]3[C:23]4[C:18](=[C:19]([CH2:33][C:32]5[CH:35]=[CH:36][C:29]([F:28])=[CH:30][CH:31]=5)[C:20]([C:24]#[N:25])=[CH:21][CH:22]=4)[CH2:17][CH2:16]3)=[CH:13][C:8]=2[O:7][CH2:6]1. Given the reactants [CH3:1][O:2][C:3](=[O:27])[CH2:4][C@H:5]1[C:9]2[CH:10]=[CH:11][C:12]([O:14][C@H:15]3[C:23]4[C:18](=[C:19](Br)[C:20]([C:24]#[N:25])=[CH:21][CH:22]=4)[CH2:17][CH2:16]3)=[CH:13][C:8]=2[O:7][CH2:6]1.[F:28][C:29]1[CH:36]=[CH:35][C:32]([CH2:33]Br)=[CH:31][CH:30]=1, predict the reaction product. (2) Given the reactants [CH3:1][C:2]1([CH3:28])[O:6][CH:5]([CH2:7][CH2:8][O:9][C:10]2[CH:17]=[C:16]([F:18])[CH:15]=[C:14]([NH:19][C:20]3[CH:25]=[CH:24][C:23]([I:26])=[CH:22][C:21]=3[F:27])[C:11]=2[C:12]#[N:13])[CH2:4][O:3]1.[OH-].[Na+].OO.C(O)(=[O:35])C, predict the reaction product. The product is: [CH3:1][C:2]1([CH3:28])[O:6][CH:5]([CH2:7][CH2:8][O:9][C:10]2[CH:17]=[C:16]([F:18])[CH:15]=[C:14]([NH:19][C:20]3[CH:25]=[CH:24][C:23]([I:26])=[CH:22][C:21]=3[F:27])[C:11]=2[C:12]([NH2:13])=[O:35])[CH2:4][O:3]1. (3) Given the reactants [CH2:1]([S:7]([OH:10])(=[O:9])=[O:8])[CH2:2][S:3]([OH:6])(=[O:5])=[O:4].[CH3:11][O:12][CH2:13][C:14]([NH:16][CH2:17]/[CH:18]=[CH:19]/[C:20]1[CH:21]=[C:22]2[C:27](=[CH:28][CH:29]=1)[N:26]=[CH:25][N:24]=[C:23]2[NH:30][C:31]1[CH:36]=[CH:35][C:34]([O:37][C:38]2[CH:39]=[N:40][C:41]([CH3:44])=[CH:42][CH:43]=2)=[C:33]([CH3:45])[CH:32]=1)=[O:15], predict the reaction product. The product is: [S:3]([CH2:2][CH2:1][S:7]([OH:10])(=[O:9])=[O:8])([OH:6])(=[O:5])=[O:4].[CH3:11][O:12][CH2:13][C:14]([NH:16][CH2:17]/[CH:18]=[CH:19]/[C:20]1[CH:21]=[C:22]2[C:27](=[CH:28][CH:29]=1)[N:26]=[CH:25][N:24]=[C:23]2[NH:30][C:31]1[CH:36]=[CH:35][C:34]([O:37][C:38]2[CH:39]=[N:40][C:41]([CH3:44])=[CH:42][CH:43]=2)=[C:33]([CH3:45])[CH:32]=1)=[O:15].[CH3:11][O:12][CH2:13][C:14]([NH:16][CH2:17]/[CH:18]=[CH:19]/[C:20]1[CH:21]=[C:22]2[C:27](=[CH:28][CH:29]=1)[N:26]=[CH:25][N:24]=[C:23]2[NH:30][C:31]1[CH:32]=[CH:33][C:34]([O:37][C:38]2[CH:39]=[N:40][C:41]([CH3:44])=[CH:42][CH:43]=2)=[C:1]([CH3:2])[CH:36]=1)=[O:15]. (4) Given the reactants [Br:1][C:2]1[CH:3]=[C:4]([C:8](=O)[CH3:9])[CH:5]=[CH:6][CH:7]=1.C([O-])=O.[NH4+:14].Cl, predict the reaction product. The product is: [Br:1][C:2]1[CH:3]=[C:4]([CH:8]([NH2:14])[CH3:9])[CH:5]=[CH:6][CH:7]=1. (5) Given the reactants S(Cl)([Cl:3])=O.[Cl:5][C:6]1[CH:11]=[CH:10][C:9]([NH:12][C:13]2[N:18]=[CH:17][C:16]([CH2:19]O)=[CH:15][N:14]=2)=[CH:8][CH:7]=1, predict the reaction product. The product is: [Cl:3][CH2:19][C:16]1[CH:15]=[N:14][C:13]([NH:12][C:9]2[CH:10]=[CH:11][C:6]([Cl:5])=[CH:7][CH:8]=2)=[N:18][CH:17]=1.